This data is from Peptide-MHC class I binding affinity with 185,985 pairs from IEDB/IMGT. The task is: Regression. Given a peptide amino acid sequence and an MHC pseudo amino acid sequence, predict their binding affinity value. This is MHC class I binding data. (1) The peptide sequence is IPRLGGMAF. The MHC is HLA-C04:01 with pseudo-sequence HLA-C04:01. The binding affinity (normalized) is 0.213. (2) The peptide sequence is AILAGEHKC. The MHC is HLA-A29:02 with pseudo-sequence HLA-A29:02. The binding affinity (normalized) is 0.0847. (3) The peptide sequence is EEILGTVSW. The MHC is HLA-B45:01 with pseudo-sequence HLA-B45:01. The binding affinity (normalized) is 0.321. (4) The peptide sequence is QEVKMVAW. The MHC is Mamu-A11 with pseudo-sequence Mamu-A11. The binding affinity (normalized) is 0.699. (5) The peptide sequence is KLKSVGKAY. The MHC is HLA-A03:01 with pseudo-sequence HLA-A03:01. The binding affinity (normalized) is 0.419. (6) The peptide sequence is LASCMGLIY. The MHC is HLA-B51:01 with pseudo-sequence HLA-B51:01. The binding affinity (normalized) is 0.273. (7) The peptide sequence is ALQARGHVV. The MHC is HLA-A02:01 with pseudo-sequence HLA-A02:01. The binding affinity (normalized) is 0.628. (8) The peptide sequence is ISVILQEL. The MHC is H-2-Kb with pseudo-sequence H-2-Kb. The binding affinity (normalized) is 0.643. (9) The MHC is HLA-A03:01 with pseudo-sequence HLA-A03:01. The peptide sequence is MSLNFPIAK. The binding affinity (normalized) is 0.922.